Dataset: Full USPTO retrosynthesis dataset with 1.9M reactions from patents (1976-2016). Task: Predict the reactants needed to synthesize the given product. (1) Given the product [ClH:16].[CH3:9][O:8][C:6](=[O:7])[C:5]1[CH:10]=[CH:11][CH:12]=[C:3]([CH2:2][CH2:13][NH2:14])[CH:4]=1, predict the reactants needed to synthesize it. The reactants are: Br[CH2:2][C:3]1[CH:4]=[C:5]([CH:10]=[CH:11][CH:12]=1)[C:6]([O:8][CH3:9])=[O:7].[C-:13]#[N:14].[Na+].[ClH:16]. (2) Given the product [CH:8]1([C:11]2[CH:12]=[C:13]([CH:16]=[C:17]([O:20][CH2:4][CH2:3][C:2]([F:7])([F:6])[F:1])[C:18]=2[I:19])[CH:14]=[O:15])[CH2:9][CH2:10]1, predict the reactants needed to synthesize it. The reactants are: [F:1][C:2]([F:7])([F:6])[CH2:3][CH2:4]I.[CH:8]1([C:11]2[CH:12]=[C:13]([CH:16]=[C:17]([OH:20])[C:18]=2[I:19])[CH:14]=[O:15])[CH2:10][CH2:9]1.C(=O)([O-])[O-].[K+].[K+].CN(C=O)C.